Dataset: Forward reaction prediction with 1.9M reactions from USPTO patents (1976-2016). Task: Predict the product of the given reaction. (1) Given the reactants C([O:5][C:6](=[O:39])[CH2:7][C@@:8]1([C:32]([O:34]C(C)(C)C)=[O:33])[O:12][N:11]=[C:10]([C:13]2[CH:18]=[CH:17][CH:16]=[C:15]([O:19][C:20](=[O:31])[C:21]3[CH:26]=[CH:25][C:24]([NH:27][C:28]([NH2:30])=[NH:29])=[CH:23][CH:22]=3)[CH:14]=2)[CH2:9]1)(C)(C)C.[C:40]([OH:46])([C:42]([F:45])([F:44])[F:43])=[O:41], predict the reaction product. The product is: [F:43][C:42]([F:45])([F:44])[C:40]([OH:46])=[O:41].[NH:27]([C:24]1[CH:23]=[CH:22][C:21]([C:20]([O:19][C:15]2[CH:14]=[C:13]([C:10]3[CH2:9][C@:8]([CH2:7][C:6]([OH:39])=[O:5])([C:32]([OH:34])=[O:33])[O:12][N:11]=3)[CH:18]=[CH:17][CH:16]=2)=[O:31])=[CH:26][CH:25]=1)[C:28]([NH2:30])=[NH:29]. (2) Given the reactants [Cl:1][C:2]1[CH:3]=[CH:4][C:5]2[CH2:11][S:10](=[O:13])(=[O:12])[NH:9][N:8]=[C:7]([C:14]3[CH:19]=[CH:18][C:17]([F:20])=[CH:16][CH:15]=3)[C:6]=2[CH:21]=1.[CH:22](I)([CH3:24])[CH3:23], predict the reaction product. The product is: [Cl:1][C:2]1[CH:3]=[CH:4][C:5]2[C:6]([CH:21]=1)=[C:7]([C:14]1[CH:19]=[CH:18][C:17]([F:20])=[CH:16][CH:15]=1)[NH:8][N:9]([CH:22]([CH3:24])[CH3:23])[S:10](=[O:12])(=[O:13])[CH:11]=2. (3) Given the reactants [CH2:1]([C@H:6]1[CH2:11][CH2:10][C@H:9]([CH:12]2[CH2:17][CH2:16][CH:15]([CH:18]3[CH2:23][CH2:22][C:21](=[O:24])[CH:20]=[CH:19]3)[CH2:14][CH2:13]2)[CH2:8][CH2:7]1)[CH2:2][CH2:3][CH2:4][CH3:5].[Cl-].[NH4+], predict the reaction product. The product is: [CH2:1]([C@H:6]1[CH2:7][CH2:8][C@H:9]([CH:12]2[CH2:17][CH2:16][CH:15]([CH:18]3[CH2:23][CH2:22][C:21]([CH2:6][CH2:1][CH2:2][CH3:3])([OH:24])[CH:20]=[CH:19]3)[CH2:14][CH2:13]2)[CH2:10][CH2:11]1)[CH2:2][CH2:3][CH2:4][CH3:5]. (4) Given the reactants [Cl:1][C:2]1[CH:3]=[N:4][C:5]2[N:6]([N:8]=[C:9]([C:11]([OH:13])=O)[CH:10]=2)[CH:7]=1.[NH:14]1[CH:18]=[CH:17][CH:16]=[C:15]1[C:19]1[CH2:20][CH2:21][NH:22][CH2:23][CH:24]=1, predict the reaction product. The product is: [Cl:1][C:2]1[CH:3]=[N:4][C:5]2[N:6]([N:8]=[C:9]([C:11]([N:22]3[CH2:23][CH:24]=[C:19]([C:15]4[NH:14][CH:18]=[CH:17][CH:16]=4)[CH2:20][CH2:21]3)=[O:13])[CH:10]=2)[CH:7]=1. (5) Given the reactants [CH3:1][C:2]1[CH:7]=[CH:6][C:5]([CH3:8])=[CH:4][C:3]=1[CH2:9][CH2:10][NH2:11].[CH:12]1([CH:15]=O)[CH2:14][CH2:13]1, predict the reaction product. The product is: [CH:12]1([CH2:15][NH:11][CH2:10][CH2:9][C:3]2[CH:4]=[C:5]([CH3:8])[CH:6]=[CH:7][C:2]=2[CH3:1])[CH2:14][CH2:13]1. (6) Given the reactants CN(C)C=O.[C:6]([C:8]1[C:13]([CH3:14])=[C:12](I)[C:11]([F:16])=[C:10]([O:17][CH3:18])[C:9]=1[NH:19][C:20](=[O:25])[C:21]([F:24])([F:23])[F:22])#[N:7].[C:26]1(B(O)O)[CH:31]=[CH:30][CH:29]=[CH:28][CH:27]=1.O, predict the reaction product. The product is: [C:6]([C:8]1[C:9]([NH:19][C:20](=[O:25])[C:21]([F:24])([F:23])[F:22])=[C:10]([O:17][CH3:18])[C:11]([F:16])=[C:12]([C:26]2[CH:31]=[CH:30][CH:29]=[CH:28][CH:27]=2)[C:13]=1[CH3:14])#[N:7].